Dataset: Reaction yield outcomes from USPTO patents with 853,638 reactions. Task: Predict the reaction yield, written as a fraction of the theoretical maximum amount of product (1.0 means a 100% yield; for example, 0.34 means a 34% yield). (1) The reactants are Br[C:2]1[CH:3]=[C:4]([N:11]2[CH2:16][CH2:15][N:14]([C:17]([O:19][C:20]([CH3:23])([CH3:22])[CH3:21])=[O:18])[CH2:13][CH2:12]2)[CH:5]=[CH:6][C:7]=1[C:8](=[O:10])[NH2:9].[O:24]([C:31]1[CH:36]=[CH:35][C:34](B(O)O)=[CH:33][CH:32]=1)[C:25]1[CH:30]=[CH:29][CH:28]=[CH:27][CH:26]=1.C([O-])([O-])=O.[K+].[K+]. The catalyst is O1CCOCC1.O.C1C=CC(P(C2C=CC=CC=2)[C-]2C=CC=C2)=CC=1.C1C=CC(P(C2C=CC=CC=2)[C-]2C=CC=C2)=CC=1.Cl[Pd]Cl.[Fe+2]. The product is [C:8]([C:7]1[C:2]([C:34]2[CH:35]=[CH:36][C:31]([O:24][C:25]3[CH:30]=[CH:29][CH:28]=[CH:27][CH:26]=3)=[CH:32][CH:33]=2)=[CH:3][C:4]([N:11]2[CH2:16][CH2:15][N:14]([C:17]([O:19][C:20]([CH3:23])([CH3:22])[CH3:21])=[O:18])[CH2:13][CH2:12]2)=[CH:5][CH:6]=1)(=[O:10])[NH2:9]. The yield is 0.210. (2) The reactants are [N+:1]([C:4]1[CH:5]=[C:6]2[C:10](=[CH:11][CH:12]=1)[NH:9][C:8]([C:13]1[CH:18]=[CH:17][CH:16]=[CH:15][N:14]=1)=[CH:7]2)([O-])=O.Cl[Sn]Cl.O. The catalyst is CCO. The product is [N:14]1[CH:15]=[CH:16][CH:17]=[CH:18][C:13]=1[C:8]1[NH:9][C:10]2[C:6]([CH:7]=1)=[CH:5][C:4]([NH2:1])=[CH:12][CH:11]=2. The yield is 0.200. (3) The reactants are [Cl:1][C:2]1[C:3]([O:12][C:13]2[CH:18]=[C:17]([O:19][CH2:20][CH2:21][O:22][CH3:23])[CH:16]=[CH:15][C:14]=2[CH2:24][CH2:25][CH2:26][OH:27])=[N:4][CH:5]=[C:6]([C:8]([F:11])([F:10])[F:9])[CH:7]=1.Cl[S:29]([N:32]=[C:33]=[O:34])(=[O:31])=[O:30].[CH:35]([O:38][CH2:39][CH2:40][NH2:41])([CH3:37])[CH3:36].Cl. The catalyst is ClCCl.C(OCC)(=O)C.N1C=CC=CC=1. The product is [CH:35]([O:38][CH2:39][CH2:40][NH:41][S:29]([NH:32][C:33](=[O:34])[O:27][CH2:26][CH2:25][CH2:24][C:14]1[CH:15]=[CH:16][C:17]([O:19][CH2:20][CH2:21][O:22][CH3:23])=[CH:18][C:13]=1[O:12][C:3]1[C:2]([Cl:1])=[CH:7][C:6]([C:8]([F:9])([F:11])[F:10])=[CH:5][N:4]=1)(=[O:31])=[O:30])([CH3:37])[CH3:36]. The yield is 0.970. (4) The reactants are [O:1]1[CH2:6][CH2:5][CH2:4][O:3][CH:2]1[C:7]1[CH:8]=[CH:9][C:10]([C:13]2[S:21][C:20]3[C:15](=[N:16][CH:17]=[CH:18][C:19]=3[O:22][C:23]3[CH:28]=[CH:27][C:26]([N+:29]([O-])=O)=[CH:25][C:24]=3[F:32])[CH:14]=2)=[N:11][CH:12]=1.[Cl-].[NH4+]. The catalyst is CCO.O.[Fe]. The product is [O:1]1[CH2:6][CH2:5][CH2:4][O:3][CH:2]1[C:7]1[CH:8]=[CH:9][C:10]([C:13]2[S:21][C:20]3[C:15](=[N:16][CH:17]=[CH:18][C:19]=3[O:22][C:23]3[CH:28]=[CH:27][C:26]([NH2:29])=[CH:25][C:24]=3[F:32])[CH:14]=2)=[N:11][CH:12]=1. The yield is 0.990. (5) The reactants are [O:1]1[C:5]([C:6]2[CH:11]=[CH:10][CH:9]=[CH:8][C:7]=2[CH2:12][OH:13])=[CH:4][CH:3]=[N:2]1. The catalyst is C1COCC1.[O-2].[O-2].[Mn+4]. The product is [O:1]1[C:5]([C:6]2[CH:11]=[CH:10][CH:9]=[CH:8][C:7]=2[CH:12]=[O:13])=[CH:4][CH:3]=[N:2]1. The yield is 0.300. (6) The reactants are [Cl:1][C:2]1[C:14]2[C:13]3[CH:12]=[C:11]([O:15][CH3:16])[CH:10]=[CH:9][C:8]=3[NH:7][C:6]=2[CH:5]=[CH:4][N:3]=1.CC([O-])=O.[Na+].[Br:22]Br. The catalyst is CC(O)=O. The product is [Br:22][C:10]1[C:11]([O:15][CH3:16])=[CH:12][C:13]2[C:14]3[C:2]([Cl:1])=[N:3][CH:4]=[CH:5][C:6]=3[NH:7][C:8]=2[CH:9]=1. The yield is 0.311. (7) The reactants are [CH3:1][O:2][C:3]([C:5]1[CH:10]=[C:9]([NH2:11])[N:8]=[C:7]([C:12]2[CH:17]=[CH:16][C:15]([Cl:18])=[C:14]([O:19][CH3:20])[C:13]=2[F:21])[N:6]=1)=[O:4].[B-](F)(F)(F)[F:23].[B-](F)(F)(F)F.C1[N+]2(CCl)CC[N+](F)(CC2)C1. The catalyst is C(#N)C. The product is [CH3:1][O:2][C:3]([C:5]1[C:10]([F:23])=[C:9]([NH2:11])[N:8]=[C:7]([C:12]2[CH:17]=[CH:16][C:15]([Cl:18])=[C:14]([O:19][CH3:20])[C:13]=2[F:21])[N:6]=1)=[O:4]. The yield is 0.0320. (8) The reactants are [CH2:1]([O:3][C:4]([C:6]1[CH:11]=[CH:10][C:9](B(O)O)=[CH:8][CH:7]=1)=[O:5])[CH3:2].[Cl:15][C:16]1[N:21]=[C:20](Cl)[CH:19]=[CH:18][N:17]=1.C(=O)([O-])[O-].[Na+].[Na+]. The catalyst is C1(C)C=CC=CC=1. The product is [Cl:15][C:16]1[N:21]=[C:20]([C:9]2[CH:10]=[CH:11][C:6]([C:4]([O:3][CH2:1][CH3:2])=[O:5])=[CH:7][CH:8]=2)[CH:19]=[CH:18][N:17]=1. The yield is 0.600. (9) The reactants are [F:1][C:2]([F:16])([F:15])[C:3]1[CH:10]=[C:9]([C:11]([F:14])([F:13])[F:12])[CH:8]=[CH:7][C:4]=1[CH:5]=O.[C:17]([NH:20][NH2:21])([NH2:19])=[NH:18].[ClH:22]. No catalyst specified. The product is [ClH:22].[F:1][C:2]([F:16])([F:15])[C:3]1[CH:10]=[C:9]([C:11]([F:14])([F:13])[F:12])[CH:8]=[CH:7][C:4]=1[CH:5]=[N:21][NH:20][C:17]([NH2:19])=[NH:18]. The yield is 0.890.